Dataset: Forward reaction prediction with 1.9M reactions from USPTO patents (1976-2016). Task: Predict the product of the given reaction. Given the reactants [Cl:1][C:2]1[CH:7]=[CH:6][CH:5]=[CH:4][C:3]=1[C:8]1[C:19](=[O:20])[N:18]([CH3:21])[C:11]2[N:12]=[C:13](SC)[N:14]=[CH:15][C:10]=2[CH:9]=1.Cl[C:23]1C=CC=C(C(OO)=O)C=1.[S:33](=[O:37])(=O)(O)[O-:34].[Na+].C(=O)(O)[O-].[Na+], predict the reaction product. The product is: [Cl:1][C:2]1[CH:7]=[CH:6][CH:5]=[CH:4][C:3]=1[C:8]1[C:19](=[O:20])[N:18]([CH3:21])[C:11]2[N:12]=[C:13]([S:33]([CH3:23])(=[O:37])=[O:34])[N:14]=[CH:15][C:10]=2[CH:9]=1.